This data is from Full USPTO retrosynthesis dataset with 1.9M reactions from patents (1976-2016). The task is: Predict the reactants needed to synthesize the given product. (1) Given the product [CH3:26][CH:23]1[C:24]2[O:25][N:2]=[CH:5][C:6]=2[CH2:7][C:8]2([C:27]3[CH:32]=[CH:31][CH:30]=[CH:29][CH:28]=3)[C:16]3[C:12]([CH2:11][CH2:10][CH:9]12)=[C:13]([C:17]1[CH:18]=[CH:19][CH:20]=[CH:21][CH:22]=1)[NH:14][N:15]=3, predict the reactants needed to synthesize it. The reactants are: Cl.[NH2:2]O.O/[CH:5]=[C:6]1/[CH2:7][C:8]2([C:27]3[CH:32]=[CH:31][CH:30]=[CH:29][CH:28]=3)[C:16]3[C:12](=[C:13]([C:17]4[CH:22]=[CH:21][CH:20]=[CH:19][CH:18]=4)[NH:14][N:15]=3)[CH2:11][CH2:10][CH:9]2[CH:23]([CH3:26])[C:24]/1=[O:25]. (2) Given the product [F:1][C:2]1[C:7]([C:8]([F:11])([F:10])[F:9])=[C:6]([F:12])[CH:5]=[CH:4][C:3]=1[C:13]1[N:18]=[C:19]([NH2:21])[S:20][CH:14]=1, predict the reactants needed to synthesize it. The reactants are: [F:1][C:2]1[C:7]([C:8]([F:11])([F:10])[F:9])=[C:6]([F:12])[CH:5]=[CH:4][C:3]=1[C:13](=O)[CH3:14].II.[NH2:18][C:19]([NH2:21])=[S:20]. (3) Given the product [F:31][C:4]1[CH:3]=[C:2]([NH:1][C:42]([NH:62][C:61]2[CH:63]=[CH:64][CH:65]=[C:59]([S:56]([CH3:55])(=[O:57])=[O:58])[CH:60]=2)=[O:43])[CH:30]=[CH:29][C:5]=1[O:6][C:7]1[CH:12]=[CH:11][N:10]=[C:9]2[CH:13]=[C:14]([C:16]3[CH:17]=[CH:18][C:19]([CH2:22][N:23]4[CH2:27][CH2:26][CH2:25][C:24]4=[O:28])=[CH:20][N:21]=3)[S:15][C:8]=12, predict the reactants needed to synthesize it. The reactants are: [NH2:1][C:2]1[CH:30]=[CH:29][C:5]([O:6][C:7]2[CH:12]=[CH:11][N:10]=[C:9]3[CH:13]=[C:14]([C:16]4[N:21]=[CH:20][C:19]([CH2:22][N:23]5[CH2:27][CH2:26][CH2:25][C:24]5=[O:28])=[CH:18][CH:17]=4)[S:15][C:8]=23)=[C:4]([F:31])[CH:3]=1.CCN(C(C)C)C(C)C.Cl[C:42](OC1C=CC([N+]([O-])=O)=CC=1)=[O:43].Cl.[CH3:55][S:56]([C:59]1[CH:60]=[C:61]([CH:63]=[CH:64][CH:65]=1)[NH2:62])(=[O:58])=[O:57]. (4) Given the product [C:16]([NH:19][C:20]1[CH:33]=[CH:32][C:31]2[N:30]([CH2:34][CH2:35][CH2:36][CH2:37][CH2:38][C:39]([OH:41])=[O:40])[C:29]3[C:24](=[CH:25][CH:26]=[CH:27][CH:28]=3)[C:23](=[O:42])[C:22]=2[CH:21]=1)([O:15][CH2:14][CH:12]1[C:11]2[C:6](=[CH:7][CH:8]=[CH:9][CH:10]=2)[C:5]2[C:13]1=[CH:1][CH:2]=[CH:3][CH:4]=2)=[O:17], predict the reactants needed to synthesize it. The reactants are: [CH:1]1[C:13]2[CH:12]([CH2:14][O:15][C:16](Cl)=[O:17])[C:11]3[C:6](=[CH:7][CH:8]=[CH:9][CH:10]=3)[C:5]=2[CH:4]=[CH:3][CH:2]=1.[NH2:19][C:20]1[CH:33]=[CH:32][C:31]2[N:30]([CH2:34][CH2:35][CH2:36][CH2:37][CH2:38][C:39]([OH:41])=[O:40])[C:29]3[C:24](=[CH:25][CH:26]=[CH:27][CH:28]=3)[C:23](=[O:42])[C:22]=2[CH:21]=1.C(=O)([O-])[O-].[K+].[K+].